Predict the reactants needed to synthesize the given product. From a dataset of Full USPTO retrosynthesis dataset with 1.9M reactions from patents (1976-2016). (1) Given the product [CH3:4][CH2:3][CH2:2][CH:1]([CH3:7])[CH3:6].[CH3:30][N:31]([O:32][CH3:33])[C:9](=[O:11])[CH2:8][C@@H:7]([C:1]1[CH:2]=[CH:3][CH:4]=[CH:5][CH:6]=1)[NH:12][C:13]([O:15][C:16]([CH3:19])([CH3:18])[CH3:17])=[O:14], predict the reactants needed to synthesize it. The reactants are: [C:1]1([C@@H:7]([NH:12][C:13]([O:15][C:16]([CH3:19])([CH3:18])[CH3:17])=[O:14])[CH2:8][C:9]([OH:11])=O)[CH:6]=[CH:5][CH:4]=[CH:3][CH:2]=1.CCN(C(C)C)C(C)C.Cl.[CH3:30][NH:31][O:32][CH3:33].CN(C(ON1N=NC2C=CC=NC1=2)=[N+](C)C)C.F[P-](F)(F)(F)(F)F. (2) Given the product [CH:1]1([CH2:7][N:8]2[C:12]([C:13]3[N:21]4[C:16]([CH:17]=[CH:18][CH:19]=[CH:20]4)=[C:15]([S:22]([N:25]4[CH2:30][CH2:29][CH2:28][CH2:27][CH2:26]4)(=[O:24])=[O:23])[CH:14]=3)=[CH:11][C:10]([C:31]([OH:33])=[O:32])=[C:9]2[CH3:36])[CH2:2][CH2:3][CH2:4][CH2:5][CH2:6]1, predict the reactants needed to synthesize it. The reactants are: [CH:1]1([CH2:7][N:8]2[C:12]([C:13]3[N:21]4[C:16]([CH:17]=[CH:18][CH:19]=[CH:20]4)=[C:15]([S:22]([N:25]4[CH2:30][CH2:29][CH2:28][CH2:27][CH2:26]4)(=[O:24])=[O:23])[CH:14]=3)=[CH:11][C:10]([C:31]([O:33]CC)=[O:32])=[C:9]2[CH3:36])[CH2:6][CH2:5][CH2:4][CH2:3][CH2:2]1.CC([O-])(C)C.[K+].Cl.